This data is from NCI-60 drug combinations with 297,098 pairs across 59 cell lines. The task is: Regression. Given two drug SMILES strings and cell line genomic features, predict the synergy score measuring deviation from expected non-interaction effect. (1) Cell line: OVCAR-5. Drug 1: CN1CCC(CC1)COC2=C(C=C3C(=C2)N=CN=C3NC4=C(C=C(C=C4)Br)F)OC. Drug 2: CS(=O)(=O)CCNCC1=CC=C(O1)C2=CC3=C(C=C2)N=CN=C3NC4=CC(=C(C=C4)OCC5=CC(=CC=C5)F)Cl. Synergy scores: CSS=11.5, Synergy_ZIP=-4.73, Synergy_Bliss=-3.91, Synergy_Loewe=-9.68, Synergy_HSA=-3.97. (2) Drug 1: C1=C(C(=O)NC(=O)N1)F. Drug 2: B(C(CC(C)C)NC(=O)C(CC1=CC=CC=C1)NC(=O)C2=NC=CN=C2)(O)O. Cell line: SN12C. Synergy scores: CSS=19.5, Synergy_ZIP=-2.43, Synergy_Bliss=-3.71, Synergy_Loewe=-1.57, Synergy_HSA=-1.54. (3) Drug 1: CCCS(=O)(=O)NC1=C(C(=C(C=C1)F)C(=O)C2=CNC3=C2C=C(C=N3)C4=CC=C(C=C4)Cl)F. Drug 2: CC1CCC2CC(C(=CC=CC=CC(CC(C(=O)C(C(C(=CC(C(=O)CC(OC(=O)C3CCCCN3C(=O)C(=O)C1(O2)O)C(C)CC4CCC(C(C4)OC)OCCO)C)C)O)OC)C)C)C)OC. Cell line: HCC-2998. Synergy scores: CSS=1.96, Synergy_ZIP=2.33, Synergy_Bliss=5.29, Synergy_Loewe=-16.3, Synergy_HSA=-5.85. (4) Drug 1: CC1=C(C=C(C=C1)NC(=O)C2=CC=C(C=C2)CN3CCN(CC3)C)NC4=NC=CC(=N4)C5=CN=CC=C5. Drug 2: C1CN(CCN1C(=O)CCBr)C(=O)CCBr. Cell line: SK-MEL-2. Synergy scores: CSS=26.6, Synergy_ZIP=2.30, Synergy_Bliss=10.9, Synergy_Loewe=4.40, Synergy_HSA=3.06. (5) Drug 1: CCC1(CC2CC(C3=C(CCN(C2)C1)C4=CC=CC=C4N3)(C5=C(C=C6C(=C5)C78CCN9C7C(C=CC9)(C(C(C8N6C=O)(C(=O)OC)O)OC(=O)C)CC)OC)C(=O)OC)O.OS(=O)(=O)O. Drug 2: C1=NC2=C(N1)C(=S)N=CN2. Cell line: TK-10. Synergy scores: CSS=38.5, Synergy_ZIP=0.209, Synergy_Bliss=1.44, Synergy_Loewe=-1.98, Synergy_HSA=1.50. (6) Drug 1: COC1=CC(=CC(=C1O)OC)C2C3C(COC3=O)C(C4=CC5=C(C=C24)OCO5)OC6C(C(C7C(O6)COC(O7)C8=CC=CS8)O)O. Drug 2: CC1CCC2CC(C(=CC=CC=CC(CC(C(=O)C(C(C(=CC(C(=O)CC(OC(=O)C3CCCCN3C(=O)C(=O)C1(O2)O)C(C)CC4CCC(C(C4)OC)O)C)C)O)OC)C)C)C)OC. Cell line: HCT116. Synergy scores: CSS=60.3, Synergy_ZIP=-1.63, Synergy_Bliss=-2.01, Synergy_Loewe=2.20, Synergy_HSA=3.60. (7) Drug 1: CNC(=O)C1=CC=CC=C1SC2=CC3=C(C=C2)C(=NN3)C=CC4=CC=CC=N4. Drug 2: CC1=C(C(=O)C2=C(C1=O)N3CC4C(C3(C2COC(=O)N)OC)N4)N. Cell line: BT-549. Synergy scores: CSS=19.4, Synergy_ZIP=-1.53, Synergy_Bliss=4.77, Synergy_Loewe=-5.94, Synergy_HSA=3.36.